Task: Predict the product of the given reaction.. Dataset: Forward reaction prediction with 1.9M reactions from USPTO patents (1976-2016) Given the reactants C(OC(C1[CH2:13][CH2:12][CH:11]([CH2:14][CH2:15][N:16]2[CH2:21][CH2:20][N:19]([C:22]3[CH:27]=[CH:26][C:25]([NH2:28])=[CH:24][CH:23]=3)[CH2:18][CH2:17]2)[CH2:10][CH2:9]1)=O)(C)(C)C.[CH3:29][O:30][CH2:31][CH2:32][O:33][CH2:34][C:35]([OH:37])=O.CCN([CH:44]([CH3:46])[CH3:45])C(C)C.[CH:47]1C=CC2N(O)N=NC=2C=1.[OH2:57].CCN=C=NCCCN(C)C.C[N:70]([CH:72]=[O:73])C, predict the reaction product. The product is: [C:44]([O:57][C:72]([N:70]1[CH2:9][CH2:10][CH:11]([CH2:14][CH2:15][N:16]2[CH2:17][CH2:18][N:19]([C:22]3[CH:23]=[CH:24][C:25]([NH:28][C:35](=[O:37])[CH2:34][O:33][CH2:32][CH2:31][O:30][CH3:29])=[CH:26][CH:27]=3)[CH2:20][CH2:21]2)[CH2:12][CH2:13]1)=[O:73])([CH3:45])([CH3:46])[CH3:47].